Dataset: Full USPTO retrosynthesis dataset with 1.9M reactions from patents (1976-2016). Task: Predict the reactants needed to synthesize the given product. (1) Given the product [C:10]([C@@H:9]1[N:5]([C:3](=[O:4])[CH2:2][NH:28][CH:25]2[CH2:24][CH2:23][CH:22]([O:21][C:20]3[CH:29]=[CH:30][C:17]([C:16]([F:15])([F:31])[F:32])=[CH:18][CH:19]=3)[CH2:27][CH2:26]2)[C@H:6]([C:13]#[N:14])[CH2:7][CH2:8]1)#[C:11][CH3:12], predict the reactants needed to synthesize it. The reactants are: Cl[CH2:2][C:3]([N:5]1[C@@H:9]([C:10]#[C:11][CH3:12])[CH2:8][CH2:7][C@H:6]1[C:13]#[N:14])=[O:4].[F:15][C:16]([F:32])([F:31])[C:17]1[CH:30]=[CH:29][C:20]([O:21][CH:22]2[CH2:27][CH2:26][CH:25]([NH2:28])[CH2:24][CH2:23]2)=[CH:19][CH:18]=1. (2) Given the product [Br:1][C:2]1[C:3]([C:18]([F:21])([F:20])[F:19])=[CH:4][C:5]2[NH:9][C:8](=[O:10])[N:7]([CH:11]3[CH2:12][CH2:13][N:14]([C:23]4([C:24]#[N:25])[CH2:27][CH2:39][O:41][CH2:35][CH2:22]4)[CH2:15][CH2:16]3)[C:6]=2[CH:17]=1, predict the reactants needed to synthesize it. The reactants are: [Br:1][C:2]1[C:3]([C:18]([F:21])([F:20])[F:19])=[CH:4][C:5]2[NH:9][C:8](=[O:10])[N:7]([CH:11]3[CH2:16][CH2:15][NH:14][CH2:13][CH2:12]3)[C:6]=2[CH:17]=1.[CH3:22][C:23]([CH3:27])(O)[C:24]#[N:25].S([O-])([O-])(=O)=O.[Mg+2].Cl[CH2:35]Cl.CN(C)[C:39](=[O:41])C. (3) Given the product [NH2:31][C:28]1[CH:29]=[CH:30][C:25]([C:24]([NH:23][C:19]2[C:17]3[S:18][C:14]([C:12](=[O:13])[NH:11][C:9]4[CH:10]=[C:5]([C:1]([CH3:3])([CH3:4])[CH3:2])[CH:6]=[C:7]([NH:44][S:45]([CH3:48])(=[O:47])=[O:46])[C:8]=4[O:42][CH3:43])=[CH:15][C:16]=3[CH:22]=[CH:21][CH:20]=2)=[O:41])=[CH:26][N:27]=1, predict the reactants needed to synthesize it. The reactants are: [C:1]([C:5]1[CH:6]=[C:7]([NH:44][S:45]([CH3:48])(=[O:47])=[O:46])[C:8]([O:42][CH3:43])=[C:9]([NH:11][C:12]([C:14]2[S:18][C:17]3[C:19]([NH:23][C:24](=[O:41])[C:25]4[CH:30]=[CH:29][C:28]([NH:31]CC5C=CC(OC)=CC=5)=[N:27][CH:26]=4)=[CH:20][CH:21]=[CH:22][C:16]=3[CH:15]=2)=[O:13])[CH:10]=1)([CH3:4])([CH3:3])[CH3:2]. (4) Given the product [CH3:1][C:2]1[S:3][C:4]([C:10]2[CH:15]=[CH:14][CH:13]=[CH:12][CH:11]=2)=[CH:5][C:6]=1[CH:7]([OH:9])[CH3:8], predict the reactants needed to synthesize it. The reactants are: [CH3:1][C:2]1[S:3][C:4]([C:10]2[CH:15]=[CH:14][CH:13]=[CH:12][CH:11]=2)=[CH:5][C:6]=1[C:7](=[O:9])[CH3:8].[Li+].[BH4-]. (5) Given the product [CH:1]1([CH2:7][CH2:8][O:9][S:17]([CH3:20])(=[O:19])=[O:18])[CH2:6][CH2:5][CH2:4][CH2:3][CH2:2]1, predict the reactants needed to synthesize it. The reactants are: [CH:1]1([CH2:7][CH2:8][OH:9])[CH2:6][CH2:5][CH2:4][CH2:3][CH2:2]1.C(N(CC)CC)C.[S:17](Cl)([CH3:20])(=[O:19])=[O:18].O. (6) Given the product [Br:15][C:16]1[CH:21]=[C:20]([N:8]2[C:5]3=[N:6][CH:7]=[C:2]([F:1])[CH:3]=[C:4]3[C:10]([C:11]([O:13][CH3:14])=[O:12])=[N:9]2)[CH:19]=[CH:18][CH:17]=1, predict the reactants needed to synthesize it. The reactants are: [F:1][C:2]1[CH:3]=[C:4]2[C:10]([C:11]([O:13][CH3:14])=[O:12])=[N:9][NH:8][C:5]2=[N:6][CH:7]=1.[Br:15][C:16]1[CH:17]=[C:18](B(O)O)[CH:19]=[CH:20][CH:21]=1. (7) Given the product [CH2:1]([O:3][C:4]([C:6]1[N:7]([CH2:18][C:19]2[C:28]3[C:23](=[CH:24][CH:25]=[CH:26][CH:27]=3)[CH:22]=[CH:21][CH:20]=2)[C:8]2[C:13]([C:14]=1[CH2:15][O:16][C:32](=[O:33])[NH:31][CH2:29][CH3:30])=[CH:12][C:11]([F:17])=[CH:10][CH:9]=2)=[O:5])[CH3:2], predict the reactants needed to synthesize it. The reactants are: [CH2:1]([O:3][C:4]([C:6]1[N:7]([CH2:18][C:19]2[C:28]3[C:23](=[CH:24][CH:25]=[CH:26][CH:27]=3)[CH:22]=[CH:21][CH:20]=2)[C:8]2[C:13]([C:14]=1[CH2:15][OH:16])=[CH:12][C:11]([F:17])=[CH:10][CH:9]=2)=[O:5])[CH3:2].[CH2:29]([N:31]=[C:32]=[O:33])[CH3:30]. (8) Given the product [N:49]1[CH:48]=[C:11]([CH:13]2[CH2:15][CH2:42][CH2:37][N:32]2[CH3:33])[CH:9]=[CH:7][CH:6]=1, predict the reactants needed to synthesize it. The reactants are: [Cl-].[Na+].[Cl-].[K+].O=[CH:6][C@@H:7]([C@H:9]([C@@H:11]([C@@H:13]([CH2:15]O)O)O)O)O.[Cl-].[Ca+2].[Cl-].P([O-])(O)(O)=O.[K+].S([O-])([O-])(=O)=O.[Mg+2].[NH:32]([C:37]([CH2:42]O)(CO)CO)[CH2:33]C(O)=O.C1[N:49](CCCS(O)(=O)=O)[CH2:48]COC1.[OH-].[Na+]. (9) Given the product [CH3:1][O:2][C:3]1[CH:41]=[C:40]([O:42][CH3:43])[CH:39]=[CH:38][C:4]=1[CH2:5][NH:6][C:7]1[N:16]2[N:17]=[C:18]([CH2:20][CH2:21][N:22]3[CH2:27][CH2:26][CH2:25][C:24]([F:50])([C:29]([F:30])([F:31])[F:32])[CH2:23]3)[N:19]=[C:15]2[C:14]2[C:9](=[C:10]3[O:35][C:34]([F:37])([F:36])[O:33][C:11]3=[CH:12][CH:13]=2)[N:8]=1, predict the reactants needed to synthesize it. The reactants are: [CH3:1][O:2][C:3]1[CH:41]=[C:40]([O:42][CH3:43])[CH:39]=[CH:38][C:4]=1[CH2:5][NH:6][C:7]1[N:16]2[N:17]=[C:18]([CH2:20][CH2:21][N:22]3[CH2:27][CH2:26][CH2:25][C:24]([C:29]([F:32])([F:31])[F:30])(O)[CH2:23]3)[N:19]=[C:15]2[C:14]2[C:9](=[C:10]3[O:35][C:34]([F:37])([F:36])[O:33][C:11]3=[CH:12][CH:13]=2)[N:8]=1.C(N(S(F)(F)[F:50])CC)C.